Dataset: Catalyst prediction with 721,799 reactions and 888 catalyst types from USPTO. Task: Predict which catalyst facilitates the given reaction. (1) Reactant: [CH3:1][O-:2].[Na+].[Br:4][C:5]1[CH:6]=[N:7][N:8]2[C:13](Cl)=[C:12]([CH2:15][CH3:16])[C:11]([CH3:17])=[N:10][C:9]=12. Product: [Br:4][C:5]1[CH:6]=[N:7][N:8]2[C:13]([O:2][CH3:1])=[C:12]([CH2:15][CH3:16])[C:11]([CH3:17])=[N:10][C:9]=12. The catalyst class is: 5. (2) Reactant: [CH3:1][O:2][C:3]1[CH:4]=[C:5]([CH:9]=[CH:10][C:11]=1[C:12]1[CH:17]=[CH:16][CH:15]=[CH:14][N:13]=1)[C:6]([OH:8])=O.[NH2:18][C:19]1[C:24](O)=[CH:23][CH:22]=[C:21]([CH3:26])[CH:20]=1.C[Si](OP(=O)=O)(C)C.C([O-])(O)=O.[Na+]. Product: [CH3:1][O:2][C:3]1[CH:4]=[C:5]([C:6]2[O:8][C:24]3[CH:23]=[CH:22][C:21]([CH3:26])=[CH:20][C:19]=3[N:18]=2)[CH:9]=[CH:10][C:11]=1[C:12]1[CH:17]=[CH:16][CH:15]=[CH:14][N:13]=1. The catalyst class is: 6. (3) Reactant: [Cl:1][C:2]1[C:3]([N:12]2[CH2:17][CH2:16][CH:15]([N:18]3[CH2:22][CH2:21][C@H:20]([O:23][C:24]4[CH:32]=[CH:31][C:27]([C:28](O)=[O:29])=[CH:26][C:25]=4[F:33])[C:19]3=[O:34])[CH2:14][CH2:13]2)=[N:4][CH:5]=[C:6]([C:8]([F:11])([F:10])[F:9])[CH:7]=1.[NH:35]1[CH2:39][CH2:38][CH2:37][CH2:36]1. Product: [Cl:1][C:2]1[C:3]([N:12]2[CH2:13][CH2:14][CH:15]([N:18]3[CH2:22][CH2:21][C@H:20]([O:23][C:24]4[CH:32]=[CH:31][C:27]([C:28]([N:35]5[CH2:39][CH2:38][CH2:37][CH2:36]5)=[O:29])=[CH:26][C:25]=4[F:33])[C:19]3=[O:34])[CH2:16][CH2:17]2)=[N:4][CH:5]=[C:6]([C:8]([F:11])([F:10])[F:9])[CH:7]=1. The catalyst class is: 31. (4) Reactant: [CH3:1][CH:2]1[CH2:4][CH:3]1[CH2:5][O:6][C:7]1[CH:14]=[CH:13][CH:12]=[C:11]([N+:15]([O-])=O)[C:8]=1[C:9]#[N:10]. Product: [NH2:15][C:11]1[CH:12]=[CH:13][CH:14]=[C:7]([O:6][CH2:5][CH:3]2[CH2:4][CH:2]2[CH3:1])[C:8]=1[C:9]#[N:10]. The catalyst class is: 591. (5) Reactant: [NH2:1][C:2]1[CH:7]=[CH:6][CH:5]=[CH:4][C:3]=1[NH:8][C:9]([C:11]1[N:12]=[CH:13][S:14][C:15]=1[N:16]([C:26](=[O:35])[C:27]1[C:32]([F:33])=[CH:31][CH:30]=[CH:29][C:28]=1[F:34])CC1C=CC(OC)=CC=1)=O. Product: [NH:1]1[C:2]2[CH:7]=[CH:6][CH:5]=[CH:4][C:3]=2[N:8]=[C:9]1[C:11]1[N:12]=[CH:13][S:14][C:15]=1[NH:16][C:26](=[O:35])[C:27]1[C:28]([F:34])=[CH:29][CH:30]=[CH:31][C:32]=1[F:33]. The catalyst class is: 15. (6) Reactant: [CH3:1][C:2]1[CH:3]=[C:4]([CH:7]=[CH:8][C:9]=1[CH:10]=O)[C:5]#[N:6].[CH3:12][C:13](=[O:18])[CH2:14][C:15](=[O:17])[CH3:16].C(O)(=O)C.N1CCCCC1. Product: [C:15]([C:14]([C:13](=[O:18])[CH3:12])=[CH:10][C:9]1[CH:8]=[CH:7][C:4]([C:5]#[N:6])=[CH:3][C:2]=1[CH3:1])(=[O:17])[CH3:16]. The catalyst class is: 4.